This data is from Full USPTO retrosynthesis dataset with 1.9M reactions from patents (1976-2016). The task is: Predict the reactants needed to synthesize the given product. (1) Given the product [S:1]1[CH:5]=[CH:4][C:3]([CH2:6][C:7]2[O:8][C:19]([C:14]3[CH:15]=[N:16][CH:17]=[CH:18][C:13]=3[C:12]([F:23])([F:11])[F:22])=[N:10][N:9]=2)=[CH:2]1, predict the reactants needed to synthesize it. The reactants are: [S:1]1[CH:5]=[CH:4][C:3]([CH2:6][C:7]([NH:9][NH2:10])=[O:8])=[CH:2]1.[F:11][C:12]([F:23])([F:22])[C:13]1[CH:18]=[CH:17][N:16]=[CH:15][C:14]=1[C:19](O)=O.N. (2) Given the product [CH3:1][C:2]1[CH:7]=[C:6]([CH3:8])[CH:5]=[CH:4][C:3]=1[N:9]1[CH2:14][CH2:13][N:12]([C:15]([C:17]2[CH:22]=[CH:21][C:20]([N:31]3[C@H:30]([C:24]4[CH:29]=[CH:28][CH:27]=[CH:26][CH:25]=4)[CH2:34][O:33][C:32]3=[O:35])=[CH:19][CH:18]=2)=[O:16])[CH2:11][CH2:10]1, predict the reactants needed to synthesize it. The reactants are: [CH3:1][C:2]1[CH:7]=[C:6]([CH3:8])[CH:5]=[CH:4][C:3]=1[N:9]1[CH2:14][CH2:13][N:12]([C:15]([C:17]2[CH:22]=[CH:21][C:20](I)=[CH:19][CH:18]=2)=[O:16])[CH2:11][CH2:10]1.[C:24]1([C@@H:30]2[CH2:34][O:33][C:32](=[O:35])[NH:31]2)[CH:29]=[CH:28][CH:27]=[CH:26][CH:25]=1. (3) The reactants are: Br[CH2:2][C:3]([C:5]1[CH:10]=[CH:9][N:8]=[CH:7][CH:6]=1)=O.[C:11]([CH2:13][C:14]([NH2:16])=[S:15])#[N:12]. Given the product [N:8]1[CH:9]=[CH:10][C:5]([C:3]2[N:16]=[C:14]([CH2:13][C:11]#[N:12])[S:15][CH:2]=2)=[CH:6][CH:7]=1, predict the reactants needed to synthesize it. (4) Given the product [NH2:19][C:18]1[C:10]2[C:9](=[O:30])[N:8]([C:3]3[CH:4]=[CH:5][CH:6]=[CH:7][C:2]=3[Cl:1])[C:13]([C:14]#[N:15])=[CH:12][C:11]=2[NH:16][N:17]=1, predict the reactants needed to synthesize it. The reactants are: [Cl:1][C:2]1[CH:7]=[CH:6][CH:5]=[CH:4][C:3]=1[N:8]1[C:13]([C:14]#[N:15])=[CH:12][C:11]2[NH:16][N:17]=[C:18]([N:19]3C(=O)C4C(=CC=CC=4)C3=O)[C:10]=2[C:9]1=[O:30].O.NN.O.